From a dataset of Full USPTO retrosynthesis dataset with 1.9M reactions from patents (1976-2016). Predict the reactants needed to synthesize the given product. (1) The reactants are: [Cl:1][C:2]1[CH:3]=N[N:5]2[C:10](=[O:11])[C:9]3=[C:12]([Cl:15])[CH:13]=[N:14][N:8]3[C:7](=O)[C:6]=12.ClC1C=[C:23]([F:25])[CH:22]=CC=1N. Given the product [Cl:15][C:12]1[C:9]([C:10]([NH:5][C:6]2[CH:7]=[CH:22][C:23]([F:25])=[CH:3][C:2]=2[Cl:1])=[O:11])=[N:8][NH:14][CH:13]=1, predict the reactants needed to synthesize it. (2) Given the product [CH2:7]([O:8][C:17]([N:51]1[CH:50]([C:52]([OH:54])=[O:53])[CH2:49][S:48][C@@H:47]1[CH:43]1[CH2:44][CH2:45][CH2:46][N:41]([C:39]([O:38][C:34]([CH3:37])([CH3:35])[CH3:36])=[O:40])[CH2:42]1)=[O:16])[C:1]1[CH:6]=[CH:5][CH:4]=[CH:3][CH:2]=1, predict the reactants needed to synthesize it. The reactants are: [C:1]1([CH2:7][OH:8])[CH:6]=[CH:5][CH:4]=[CH:3][CH:2]=1.C(N(CC)CC)C.[O:16]=[C:17]1CCC(=O)N1OC(=O)ON1C(=O)CCC1=O.[C:34]([O:38][C:39]([N:41]1[CH2:46][CH2:45][CH2:44][CH:43]([C@@H:47]2[NH:51][CH:50]([C:52]([OH:54])=[O:53])[CH2:49][S:48]2)[CH2:42]1)=[O:40])([CH3:37])([CH3:36])[CH3:35]. (3) Given the product [Cl:1][C:2]1[C:3]([CH2:10][O:11][CH:12]2[CH2:17][CH2:16][CH2:15][CH2:14][O:13]2)=[C:4]([CH2:8][NH:9][C:21](=[O:25])[CH:22]([CH3:24])[CH3:23])[CH:5]=[N:6][CH:7]=1, predict the reactants needed to synthesize it. The reactants are: [Cl:1][C:2]1[C:3]([CH2:10][O:11][CH:12]2[CH2:17][CH2:16][CH2:15][CH2:14][O:13]2)=[C:4]([CH2:8][NH2:9])[CH:5]=[N:6][CH:7]=1.C(Cl)Cl.[C:21](Cl)(=[O:25])[CH:22]([CH3:24])[CH3:23]. (4) The reactants are: [NH2:1][CH2:2][C@H:3]([N:5]1[CH:9]=[CH:8][C:7]([C:10]2[CH:17]=[C:16]([F:18])[C:13]([C:14]#[N:15])=[C:12]([F:19])[CH:11]=2)=[N:6]1)[CH3:4].[NH2:20][C:21]1[S:22][CH:23]=[C:24]([C:26](O)=[O:27])[N:25]=1.C1C=CC2N(O)N=NC=2C=1.CCN(C(C)C)C(C)C.CCN=C=NCCCN(C)C. Given the product [NH2:20][C:21]1[S:22][CH:23]=[C:24]([C:26]([NH:1][CH2:2][C@H:3]([N:5]2[CH:9]=[CH:8][C:7]([C:10]3[CH:17]=[C:16]([F:18])[C:13]([C:14]#[N:15])=[C:12]([F:19])[CH:11]=3)=[N:6]2)[CH3:4])=[O:27])[N:25]=1, predict the reactants needed to synthesize it.